Dataset: Catalyst prediction with 721,799 reactions and 888 catalyst types from USPTO. Task: Predict which catalyst facilitates the given reaction. Reactant: [CH2:1]([CH:4]([C:6]1[C:15]2[C:10](=[CH:11][CH:12]=[CH:13][CH:14]=2)[CH:9]=[CH:8][CH:7]=1)[OH:5])[CH:2]=[CH2:3].[Cr](Cl)([O-])(=O)=O.[NH+]1C=CC=CC=1. Product: [CH2:1]([C:4]([C:6]1[C:15]2[C:10](=[CH:11][CH:12]=[CH:13][CH:14]=2)[CH:9]=[CH:8][CH:7]=1)=[O:5])[CH:2]=[CH2:3]. The catalyst class is: 4.